Dataset: B-cell epitopes from IEDB database with 3,159 antigens for binding position prediction. Task: Token-level Classification. Given an antigen amino acid sequence, predict which amino acid positions are active epitope sites capable of antibody binding. Output is a list of indices for active positions. (1) Given the antigen sequence: MVRAMLSGWAKQQLGGRLCAENTVKVRASCVGEFIEFSGAYPWEWTARMMDEWSAHLVGSLSRAKSTIRQKQGAVRLFCSFITSPFYDWPAQCELWFGDHPTQICHEWNTSAHLVDYEGDPGRRPFTRKELQDFLDCADAQVEKARRSRRKGTLAAYRDTTMFKVMYGWGLRISELCRLDLADMYRNPHAPELGQCGFLHVRYGKASRGSPPKRRTVPTLMPWAAEALLDYVNNIRPLYEPGQKQALWLTERRSQVKVRTLTGTFDDIRDEVGLDRKLTPHCFRHSFISHMTEDGVDPRFLQEISGHRFASTTGIYTHVTGEFMNKMLTDALGRVSSFGEGHQ, which amino acid positions are active epitope sites? The epitope positions are: [120, 121, 122, 123, 124, 125, 126, 127, 128, 129, 130, 131]. The amino acids at these positions are: PGRRPFTRKELQ. (2) The epitope positions are: [5, 6, 7, 8, 9, 10, 11, 12, 13, 14, 15, 16, 17, 18, 19, 20, 21, 22]. The amino acids at these positions are: EDGAGNQPGANGAGNQPG. Given the antigen sequence: KLKQPEDGAGNQPGANGAGNQPGANGAGNQPGANGAGNQPGANGAGNQPGANGAGNQPGANGAGNQPGANGAGNQPGANGAGNQPGANGAGNQPGANGAGNQPGANGAGNQPGANGAGNQPGANGAGNQPGANGAGNQPGANGAGNQPGANGAGNQPGANGAGNQPGANGAGNQPGANGAGGQAAGGNAANKKAGDAGAGQGQNNEGANAPNEKSVKEYLDKVRATVGTEWTPCSVT, which amino acid positions are active epitope sites? (3) Given the antigen sequence: MLGKCLTACCCSRLLFLWCIVPFYLAVLVNASNNNSSHIQLIYNLTLCELNGTDWLAQKFDWAVETFVIFPVLTHIVSYGALTTSHFLDTVGLATVSTAGYYHGRYVLSSIYAVCALAALICFVIRLAKNCMSWRYSCTRYTNFPLDTKGRLYRWRSPVIVEKGGKVEVEGHLIDLKRVVLDGSAATPLTRVSAEQWGRL, which amino acid positions are active epitope sites? The epitope positions are: [145, 146, 147, 148, 149, 150, 151, 152, 153, 154, 155]. The amino acids at these positions are: LDTKGRLYRWR. (4) The epitope positions are: [636, 637, 638, 639, 640, 641, 642, 643, 644, 645, 646, 647, 648, 649, 650]. The amino acids at these positions are: CQALVRMLAKKPGWK. Given the antigen sequence: MGDDSEWLKLPVDQKCEHKLWKARLSGYEEALKIFQKIKDEKSPEWSKFLGLIKKFVTDSNAVVQLKGLEAALVYVENAHVAGKTTGEVVSGVVSKVFNQPKAKAKELGIEICLMYIEIEKGEAVQEELLKGLDNKNPKIIVACIETLRKALSEFGSKIILLKPIIKVLPKLFESREKAVRDEAKLIAVEIYRWIRDALRPPLQNINSVQLKELEEEWVKLPTSAPRPTRFLRSQQELEAKLEQQQSAGGDAEGGGDDGDEVPQIDAYELLEAVEILSKLPKDFYDKIEAKKWQERKEALESVEVLIKNPKLEAGDYADLVKALKKVVGKDTNVMLVALAAKCLTGLAVGLRKKFGQYAGHVVPTILEKFKEKKPQVVQALQEAIDAIFLTTTLQNISEDVLAVMDNKNPTIKQQTSLFIARSFRHCTASTLPKSLLKPFCAALLKHINDSAPEVRDAAFEALGTALKVVGEKAVNPFLADVDKLKLDKIKECSEKVELI..., which amino acid positions are active epitope sites? (5) Given the antigen sequence: MNKIYNITFLFILLNLYINENNFIRNELINEKNHNLRNGSMYNNDKILSKNEVDTNIESNENSIHESGHKIDGEEVLKANVDDITYKKKNVDDSEIPFSGYDIQATYQFPSTSGGNNVIPLPIKQSGENQYTVTSISGIQKGANGLTGATENITQVVQANSETNKNPTSHSNSTTTSLNNNILGWEFGGGAPQNGAAEDKKTEYLLEQIKIPSWDRNNIPDENEQVIEDPQEDNKDEDEDEETETENLETEDDNNEEIEENEEDDIDEESVEEKEEEEEKKEEEEKKEEKKEEKKPDNEITNEVKEEQKYSSPSDINAQNLISNKNKKNDETKKTAENIVKTLVGLFNEKNEIDSTINNLVQEMIHLFSNN, which amino acid positions are active epitope sites? The epitope positions are: [160, 161, 162, 163, 164, 165, 166, 167, 168, 169, 170, 171, 172, 173, 174, 175, 176, 177, 178, 179... (21 total positions)]. The amino acids at these positions are: SETNKNPTSHSNSTTTSLNNN. (6) Given the antigen sequence: MCQALSCHTDPLDQSSCSRLLVPLLDGTECGVEKWCSKGRCRSLVELTPIAAVHGRWSSWGPRSPCSRSCGGGVVTRRRQCNNPRPAFGGRACVGADLQAEMCNTQACEKTQLEFMSQQCARTDGQPLRSSPGGASFYHWGAAVPHSQGDALCRHMCRAIGESFIMKRGDSFLDGTRCMPSGPREDGTLSLCVSGSCRTFGCDGRMDSQQVWDRCQVCGGDNSTCSPRKGSFTAGRAREYVTFLTVTPNLTSVYIANHRPLFTHLAVRIGGRYVVAGKMSISPNTTYPSLLEDGRVEYRVALTEDRLPRLEEIRIWGPLQEDADIQVYRRYGEEYGNLTRPDITFTYFQPKPRQAWVWAAVRGPCSVSCGAGLRWVNYSCLDQARKELVETVQCQGSQQPPAWPEACVLEPCPPYWAVGDFGPCSASCGGGLRERPVRCVEAQGSLLKTLPPARCRAGAQQPAVALETCNPQPCPARWEVSEPSSCTSAGGAGLALENET..., which amino acid positions are active epitope sites? The epitope positions are: [249, 250, 251, 252, 253, 254, 255, 256, 257, 258, 259, 260, 261, 262, 263, 264, 265, 266, 267, 268... (21 total positions)]. The amino acids at these positions are: LTSVYIANHRPLFTHLAVRIG. (7) Given the antigen sequence: MKTFLIFVLAMTMSIITTARQLNPSEQELQSPQQPVPKEQSYPQQPYPSHQPFPTPQQYSPYQPQQPFPQPQQPAPIQPQQPFPQQPQQPFPQPQQQLPLQPQQPFPQPQQPIPQQPQQSFPQQPQRPEQQFPQQPQQIIPQQTQQPFPLQPQQPFPQQPQRSFAQQPKQIISQQPFPLQPQQPFSQPQQPFPQQPGQIIPQQPQQPSPLQPQQPFSQQPQRPQQPFPQQPQQIIPQQPQQPFPLQPQQPVPQQPQRPFGQQPEQIISQRPQQPFPLQPQQPFSQPQQPLPQQPGQIIPQQPQQPFPLQPQQPFPQQSEQIIPQQPQQPFPLQPQQPSPQQPQLPFPQPQQPFVVVV, which amino acid positions are active epitope sites? The epitope positions are: [145, 146, 147, 148, 149, 150, 151, 152, 153, 154]. The amino acids at these positions are: QPFPLQPQQP.